This data is from Catalyst prediction with 721,799 reactions and 888 catalyst types from USPTO. The task is: Predict which catalyst facilitates the given reaction. (1) Reactant: OB(O)[C:3]1[CH:11]=[CH:10][C:6]([C:7]([OH:9])=[O:8])=[CH:5][CH:4]=1.[C:13]([N:16]1[C:25]2[C:20](=[CH:21][C:22](Br)=[CH:23][CH:24]=2)[C@H:19]([NH:27][C:28]2[CH:33]=[CH:32][CH:31]=[CH:30][CH:29]=2)[CH2:18][C@@H:17]1[CH2:34][CH3:35])(=[O:15])[CH3:14].C(=O)([O-])[O-].[K+].[K+]. Product: [C:13]([N:16]1[C:25]2[C:20](=[CH:21][C:22]([C:3]3[CH:11]=[CH:10][C:6]([C:7]([OH:9])=[O:8])=[CH:5][CH:4]=3)=[CH:23][CH:24]=2)[C@H:19]([NH:27][C:28]2[CH:33]=[CH:32][CH:31]=[CH:30][CH:29]=2)[CH2:18][C@@H:17]1[CH2:34][CH3:35])(=[O:15])[CH3:14]. The catalyst class is: 70. (2) Reactant: Br[C:2]1[CH:3]=[N:4][N:5]([CH3:17])[C:6]=1[C:7]1[CH:8]=[C:9]([C:13]([O:15][CH3:16])=[O:14])[S:10][C:11]=1[CH3:12].[C:18](=O)([O-])[O-].[K+].[K+].CB1OB(C)OB(C)O1. Product: [CH3:17][N:5]1[C:6]([C:7]2[CH:8]=[C:9]([C:13]([O:15][CH3:16])=[O:14])[S:10][C:11]=2[CH3:12])=[C:2]([CH3:18])[CH:3]=[N:4]1. The catalyst class is: 423. (3) Reactant: [C:1]1([CH:7]=[CH:8][C:9]([NH:11][CH2:12][C:13]2[CH:18]=[CH:17][CH:16]=[CH:15][CH:14]=2)=O)[CH:6]=[CH:5][CH:4]=[CH:3][CH:2]=1.P(Cl)(Cl)(Cl)(Cl)[Cl:20]. Product: [C:1]1([CH:7]=[CH:8][C:9](=[N:11][CH2:12][C:13]2[CH:18]=[CH:17][CH:16]=[CH:15][CH:14]=2)[Cl:20])[CH:6]=[CH:5][CH:4]=[CH:3][CH:2]=1. The catalyst class is: 2. (4) Product: [C:25]([N:28]1[CH2:33][CH2:32][O:31][CH:30]([C:34]([NH:64][C:57]2[CH:56]=[C:55]([C:50]3[CH:51]=[CH:52][CH:53]=[C:54]4[C:49]=3[CH:48]=[CH:47][NH:46]4)[CH:63]=[C:62]3[C:58]=2[CH:59]=[N:60][NH:61]3)=[O:36])[CH2:29]1)(=[O:27])[CH3:26]. Reactant: CN(C(ON1N=NC2C=CC=NC1=2)=[N+](C)C)C.F[P-](F)(F)(F)(F)F.[C:25]([N:28]1[CH2:33][CH2:32][O:31][CH:30]([C:34]([OH:36])=O)[CH2:29]1)(=[O:27])[CH3:26].CCN(C(C)C)C(C)C.[NH:46]1[C:54]2[C:49](=[C:50]([C:55]3[CH:56]=[C:57]([NH2:64])[C:58]4[CH:59]=[N:60][NH:61][C:62]=4[CH:63]=3)[CH:51]=[CH:52][CH:53]=2)[CH:48]=[CH:47]1. The catalyst class is: 3. (5) Reactant: [N:1]1[CH:6]=[CH:5][N:4]=[CH:3][C:2]=1[C:7]([OH:9])=O.[B-](F)(F)(F)F.CCOC(C(C#N)=NOC(N(C)C)=[N+](C)C)=O.[NH2:32][CH2:33][C:34]1[CH:54]=[CH:53][C:37]([C:38]([NH:40][C:41]2[CH:42]=[C:43]3[C:48](=[CH:49][CH:50]=2)[N:47]=[C:46]([CH3:51])[CH:45]=[C:44]3[NH2:52])=[O:39])=[CH:36][CH:35]=1.C(N1CCOCC1)C. Product: [NH2:52][C:44]1[C:43]2[C:48](=[CH:49][CH:50]=[C:41]([NH:40][C:38]([C:37]3[CH:53]=[CH:54][C:34]([CH2:33][NH:32][C:7]([C:2]4[CH:3]=[N:4][CH:5]=[CH:6][N:1]=4)=[O:9])=[CH:35][CH:36]=3)=[O:39])[CH:42]=2)[N:47]=[C:46]([CH3:51])[CH:45]=1. The catalyst class is: 3. (6) Reactant: [CH3:1][C:2]1([CH3:22])[CH2:20][N:7]2[C:8]3[CH:9]=[C:10]([C:15]([O:17]CC)=[O:16])[CH:11]=[CH:12][C:13]=3[CH:14]=[C:6]2[C:5](=[O:21])[NH:4][CH2:3]1.[OH-].[Na+].C(O)(=O)C.O. Product: [CH3:1][C:2]1([CH3:22])[CH2:20][N:7]2[C:8]3[CH:9]=[C:10]([C:15]([OH:17])=[O:16])[CH:11]=[CH:12][C:13]=3[CH:14]=[C:6]2[C:5](=[O:21])[NH:4][CH2:3]1. The catalyst class is: 8. (7) Reactant: [Cl:1][C:2]1[CH:7]=[CH:6][C:5]([OH:8])=[CH:4][CH:3]=1.Br[CH2:10][C:11]([O:13][C:14]([CH3:17])([CH3:16])[CH3:15])=[O:12].C([O-])([O-])=O.[Cs+].[Cs+]. Product: [Cl:1][C:2]1[CH:7]=[CH:6][C:5]([O:8][CH2:10][C:11]([O:13][C:14]([CH3:17])([CH3:16])[CH3:15])=[O:12])=[CH:4][CH:3]=1. The catalyst class is: 3. (8) Reactant: [CH2:1]([N:8]1[CH2:13][CH2:12][C:11](=[O:14])[CH2:10][CH2:9]1)[C:2]1[CH:7]=[CH:6][CH:5]=[CH:4][CH:3]=1.[CH3:15][C:16]1[CH:21]=[CH:20][C:19]([CH3:22])=[CH:18][C:17]=1[Mg]Br. Product: [CH2:1]([N:8]1[CH2:13][CH2:12][C:11]([C:17]2[CH:18]=[C:19]([CH3:22])[CH:20]=[CH:21][C:16]=2[CH3:15])([OH:14])[CH2:10][CH2:9]1)[C:2]1[CH:3]=[CH:4][CH:5]=[CH:6][CH:7]=1. The catalyst class is: 1.